Dataset: NCI-60 drug combinations with 297,098 pairs across 59 cell lines. Task: Regression. Given two drug SMILES strings and cell line genomic features, predict the synergy score measuring deviation from expected non-interaction effect. Drug 1: CC1C(C(CC(O1)OC2CC(CC3=C2C(=C4C(=C3O)C(=O)C5=C(C4=O)C(=CC=C5)OC)O)(C(=O)C)O)N)O.Cl. Drug 2: CCC1(C2=C(COC1=O)C(=O)N3CC4=CC5=C(C=CC(=C5CN(C)C)O)N=C4C3=C2)O.Cl. Cell line: SK-MEL-5. Synergy scores: CSS=31.6, Synergy_ZIP=-7.51, Synergy_Bliss=0.151, Synergy_Loewe=-4.37, Synergy_HSA=-1.20.